From a dataset of Forward reaction prediction with 1.9M reactions from USPTO patents (1976-2016). Predict the product of the given reaction. Given the reactants [Cl:1][C:2]1[CH:7]=[C:6]([Cl:8])[CH:5]=[CH:4][C:3]=1[N:9]1[C:13]([C:14]2[CH:19]=[CH:18][C:17]([N:20]([CH3:22])[CH3:21])=[CH:16][CH:15]=2)=[C:12]([CH3:23])[C:11]([C:24]([O:26]CC)=[O:25])=[N:10]1.[OH-].[Li+].O, predict the reaction product. The product is: [Cl:1][C:2]1[CH:7]=[C:6]([Cl:8])[CH:5]=[CH:4][C:3]=1[N:9]1[C:13]([C:14]2[CH:15]=[CH:16][C:17]([N:20]([CH3:22])[CH3:21])=[CH:18][CH:19]=2)=[C:12]([CH3:23])[C:11]([C:24]([OH:26])=[O:25])=[N:10]1.